This data is from Retrosynthesis with 50K atom-mapped reactions and 10 reaction types from USPTO. The task is: Predict the reactants needed to synthesize the given product. Given the product COC(=O)C(C)Oc1ccc(Cl)c2[nH]c(=O)c(Cc3ccc(Cl)cc3)c(C)c12, predict the reactants needed to synthesize it. The reactants are: COC(=O)C(C)Br.Cc1c(Cc2ccc(Cl)cc2)c(=O)[nH]c2c(Cl)ccc(O)c12.